Dataset: NCI-60 drug combinations with 297,098 pairs across 59 cell lines. Task: Regression. Given two drug SMILES strings and cell line genomic features, predict the synergy score measuring deviation from expected non-interaction effect. Drug 1: C1CCC(C1)C(CC#N)N2C=C(C=N2)C3=C4C=CNC4=NC=N3. Synergy scores: CSS=-20.8, Synergy_ZIP=6.87, Synergy_Bliss=-2.93, Synergy_Loewe=-13.0, Synergy_HSA=-13.2. Drug 2: CN(C)C1=NC(=NC(=N1)N(C)C)N(C)C. Cell line: M14.